From a dataset of Reaction yield outcomes from USPTO patents with 853,638 reactions. Predict the reaction yield, written as a fraction of the theoretical maximum amount of product (1.0 means a 100% yield; for example, 0.34 means a 34% yield). (1) The reactants are Br[C:2]1[N:10]2[C:5]([CH:6]=[CH:7][C:8]([C:11]#[N:12])=[CH:9]2)=[CH:4][C:3]=1[CH3:13].Br[CH2:15][C:16]([O:18][C:19]([CH3:22])([CH3:21])[CH3:20])=[O:17]. The catalyst is C1C=CC(/C=C/C(/C=C/C2C=CC=CC=2)=O)=CC=1.C1C=CC(/C=C/C(/C=C/C2C=CC=CC=2)=O)=CC=1.C1C=CC(/C=C/C(/C=C/C2C=CC=CC=2)=O)=CC=1.[Pd].[Pd].CC(P(C(C)(C)C)C1[CH-]C=CC=1)(C)C.C1C=CC([C-]2C(C3C=CC=CC=3)=C(C3C=CC=CC=3)C(C3C=CC=CC=3)=C2C2C=CC=CC=2)=CC=1.[Fe+2]. The product is [C:19]([O:18][C:16](=[O:17])[CH2:15][C:2]1[N:10]2[C:5]([CH:6]=[CH:7][C:8]([C:11]#[N:12])=[CH:9]2)=[CH:4][C:3]=1[CH3:13])([CH3:22])([CH3:21])[CH3:20]. The yield is 0.680. (2) The reactants are [Br:1][CH2:2][CH2:3][O:4][CH3:5].C1(C)C=CC=CC=1.[CH2:13]([P:15]([CH2:18][CH3:19])[CH2:16][CH3:17])[CH3:14]. The catalyst is CCCCCC. The product is [Br-:1].[CH2:13]([P+:15]([CH2:18][CH3:19])([CH2:16][CH3:17])[CH2:2][CH2:3][O:4][CH3:5])[CH3:14]. The yield is 0.970.